From a dataset of Human Reference Interactome with 51,813 positive PPI pairs across 8,248 proteins, plus equal number of experimentally-validated negative pairs. Binary Classification. Given two protein amino acid sequences, predict whether they physically interact or not. (1) Protein 1 (ENSG00000116857) has sequence MKLLSLVAVVGCLLVPPAEANKSSEDIRCKCICPPYRNISGHIYNQNVSQKDCNCLHVVEPMPVPGHDVEAYCLLCECRYEERSTTTIKVIIVIYLSVVGALLLYMAFLMLVDPLIRKPDAYTEQLHNEEENEDARSMAAAAASLGGPRANTVLERVEGAQQRWKLQVQEQRKTVFDRHKMLS*MKLLSLVAVVGCLLVPPAEANKVRESSEDIRCKCICPPYRNISGHIYNQNVSQKDCNCLHVVEPMPVPGHDVEAYCLLCECRYEERSTTTIKVIIVIYLSVVGALLLYMAFLMLVD.... Protein 2 (ENSG00000130382) has sequence MDNQCTVQVRLELGHRAQLRKKPTTEGFTHDWMVFVRGPEQCDIQHFVEKVVFWLHDSFPKPRRVCKEPPYKVEESGYAGFIMPIEVHFKNKEEPRKVCFTYDLFLNLEGNPPVNHLRCEKLTFNNPTTEFRYKLLRAGGVMVMPEGADTVSRPSPDYPMLPTIPLSAFSDPKKTKPSHGSKDANKESSKTSKPHKVTKEHRERPRKDSESKSSSKELEREQAKSSKDTSRKLGEGRLPKEEKAPPPKAAFKEPKMALKETKLESTSPKGGPPPPPPPPPRASSKRPATADSPKPSAKKQ.... Result: 0 (the proteins do not interact). (2) Protein 1 (ENSG00000105398) has sequence MSDDFLWFEGIAFPTMGFRSETLRKVRDEFVIRDEDVIILTYPKSGTNWLAEILCLMHSKGDAKWIQSVPIWERSPWVESEIGYTALSETESPRLFSSHLPIQLFPKSFFSSKAKVIYLMRNPRDVLVSGYFFWKNMKFIKKPKSWEEYFEWFCQGTVLYGSWFDHIHGWMPMREEKNFLLLSYEELKQDTGRTIEKICQFLGKTLEPEELNLILKNSSFQSMKENKMSNYSLLSVDYVVDKAQLLRKGVSGDWKNHFTVAQAEDFDKLFQEKMADLPRELFPWE*. Protein 2 (ENSG00000173597) has sequence MLSPKDILRKDLKLVHGYPMTCAFASNWEKIEQFHSRPDDIVIATYPKSGTTWVSEIIDMILNDGDIEKCKRGFITEKVPMLEMTLPGLRTSGIEQLEKNPSPRIVKTHLPTDLLPKSFWENNCKMIYLARNAKDVSVSYYHFDLMNNLQPFPGTWEEYLEKFLTGKVAYGSWFTHVKNWWKKKEEHPILFLYYEDMKENPKEEIKKIIRFLEKNLNDEILDRIIHHTSFEVMKDNPLVNYTHLPTTVMDHSKSPFMRKGTAGDWKNYFTVAQNEKFDAIYETEMSKTALQFRTEI*MLS.... Result: 1 (the proteins interact).